Dataset: Reaction yield outcomes from USPTO patents with 853,638 reactions. Task: Predict the reaction yield, written as a fraction of the theoretical maximum amount of product (1.0 means a 100% yield; for example, 0.34 means a 34% yield). (1) The reactants are [Cl:1][C:2]1[CH:7]=[C:6]([CH2:8][OH:9])[C:5]([O:10][CH3:11])=[CH:4][C:3]=1[OH:12].Br[CH2:14][C:15]([O:17][CH2:18][CH3:19])=[O:16].C(=O)([O-])[O-].[K+].[K+]. The catalyst is C(#N)C. The product is [Cl:1][C:2]1[CH:7]=[C:6]([CH2:8][OH:9])[C:5]([O:10][CH3:11])=[CH:4][C:3]=1[O:12][CH2:14][C:15]([O:17][CH2:18][CH3:19])=[O:16]. The yield is 0.850. (2) The reactants are Br[C:2]1[CH:3]=[CH:4][C:5]([N+:8]([O-:10])=[O:9])=[N:6][CH:7]=1.[NH:11]1[CH2:15][CH2:14][CH2:13][C:12]1=[O:16].C(=O)([O-])[O-].[Cs+].[Cs+]. The catalyst is C1(C)C=CC=CC=1.C([O-])(=O)C.[Pd+2].C([O-])(=O)C. The product is [N+:8]([C:5]1[N:6]=[CH:7][C:2]([N:11]2[CH2:15][CH2:14][CH2:13][C:12]2=[O:16])=[CH:3][CH:4]=1)([O-:10])=[O:9]. The yield is 0.440.